From a dataset of Forward reaction prediction with 1.9M reactions from USPTO patents (1976-2016). Predict the product of the given reaction. (1) Given the reactants [Cl:1][C:2]1[CH:7]=[C:6]([CH2:8][CH2:9][C:10]2([CH:18]3[CH2:22][CH2:21][CH2:20][CH2:19]3)[CH2:15][C:14](=[O:16])[CH2:13][C:12](=[O:17])[O:11]2)[CH:5]=[CH:4][C:3]=1[C:23]([CH3:27])([CH3:26])[C:24]#[N:25].ClC1C=C(CCC2(C3CCCC3)OC(=O)CC(=O)C2)C=C(CC)C=1OC.[CH3:54][N:55]1[C:59]([CH:60]=O)=[N:58][C:57]([CH3:62])=[N:56]1.CC1C=C(C)N2N=C(C=O)N=C2N=1, predict the reaction product. The product is: [Cl:1][C:2]1[CH:7]=[C:6]([CH2:8][CH2:9][C:10]2([CH:18]3[CH2:19][CH2:20][CH2:21][CH2:22]3)[CH2:15][C:14]([OH:16])=[C:13]([CH2:60][C:59]3[N:55]([CH3:54])[N:56]=[C:57]([CH3:62])[N:58]=3)[C:12](=[O:17])[O:11]2)[CH:5]=[CH:4][C:3]=1[C:23]([CH3:27])([CH3:26])[C:24]#[N:25]. (2) Given the reactants B.O1CCCC1.[Cl:7][C:8]1[CH:13]=[CH:12][C:11]([N:14]2[C:18]([CH:19]([CH:23]3[CH2:28][CH2:27][CH2:26][CH2:25][CH2:24]3)[C:20](O)=[O:21])=[C:17]3[CH2:29][CH2:30][CH2:31][CH2:32][CH2:33][C:16]3=[N:15]2)=[CH:10][CH:9]=1.CO.O, predict the reaction product. The product is: [Cl:7][C:8]1[CH:9]=[CH:10][C:11]([N:14]2[C:18]([CH:19]([CH:23]3[CH2:28][CH2:27][CH2:26][CH2:25][CH2:24]3)[CH2:20][OH:21])=[C:17]3[CH2:29][CH2:30][CH2:31][CH2:32][CH2:33][C:16]3=[N:15]2)=[CH:12][CH:13]=1. (3) Given the reactants Cl[C:2]1[N:7]=[C:6]([C:8]2[N:12]3[CH:13]=[CH:14][CH:15]=[C:16]([F:17])[C:11]3=[N:10][C:9]=2[C:18]2[CH:19]=[C:20]([CH:32]=[CH:33][CH:34]=2)[C:21]([NH:23][C:24]2[C:29]([F:30])=[CH:28][CH:27]=[CH:26][C:25]=2[F:31])=[O:22])[CH:5]=[CH:4][N:3]=1.[F:35][CH2:36][CH2:37][N:38]1[CH2:43][CH2:42][N:41]([CH:44]2[CH2:49][CH2:48][N:47]([C:50]3[CH:56]=[CH:55][C:53]([NH2:54])=[C:52]([O:57][CH3:58])[CH:51]=3)[CH2:46][CH2:45]2)[CH2:40][CH2:39]1.O.C1(C)C=CC(S(O)(=O)=O)=CC=1.C[O-].[Na+], predict the reaction product. The product is: [F:31][C:25]1[CH:26]=[CH:27][CH:28]=[C:29]([F:30])[C:24]=1[NH:23][C:21](=[O:22])[C:20]1[CH:32]=[CH:33][CH:34]=[C:18]([C:9]2[N:10]=[C:11]3[C:16]([F:17])=[CH:15][CH:14]=[CH:13][N:12]3[C:8]=2[C:6]2[CH:5]=[CH:4][N:3]=[C:2]([NH:54][C:53]3[CH:55]=[CH:56][C:50]([N:47]4[CH2:46][CH2:45][CH:44]([N:41]5[CH2:40][CH2:39][N:38]([CH2:37][CH2:36][F:35])[CH2:43][CH2:42]5)[CH2:49][CH2:48]4)=[CH:51][C:52]=3[O:57][CH3:58])[N:7]=2)[CH:19]=1. (4) Given the reactants [CH:1]([CH:4]1[CH2:9][NH:8][CH2:7][CH2:6][NH:5]1)([CH3:3])[CH3:2].[CH2:10]([O:17][C:18](ON1C(=O)CCC1=O)=[O:19])[C:11]1[CH:16]=[CH:15][CH:14]=[CH:13][CH:12]=1, predict the reaction product. The product is: [CH:1]([CH:4]1[NH:5][CH2:6][CH2:7][N:8]([C:18]([O:17][CH2:10][C:11]2[CH:16]=[CH:15][CH:14]=[CH:13][CH:12]=2)=[O:19])[CH2:9]1)([CH3:3])[CH3:2].